Dataset: NCI-60 drug combinations with 297,098 pairs across 59 cell lines. Task: Regression. Given two drug SMILES strings and cell line genomic features, predict the synergy score measuring deviation from expected non-interaction effect. (1) Cell line: OVCAR-4. Drug 2: C1CCC(C(C1)N)N.C(=O)(C(=O)[O-])[O-].[Pt+4]. Synergy scores: CSS=20.1, Synergy_ZIP=-5.38, Synergy_Bliss=-0.352, Synergy_Loewe=2.57, Synergy_HSA=3.25. Drug 1: CC1=C(N=C(N=C1N)C(CC(=O)N)NCC(C(=O)N)N)C(=O)NC(C(C2=CN=CN2)OC3C(C(C(C(O3)CO)O)O)OC4C(C(C(C(O4)CO)O)OC(=O)N)O)C(=O)NC(C)C(C(C)C(=O)NC(C(C)O)C(=O)NCCC5=NC(=CS5)C6=NC(=CS6)C(=O)NCCC[S+](C)C)O. (2) Drug 1: CCC(=C(C1=CC=CC=C1)C2=CC=C(C=C2)OCCN(C)C)C3=CC=CC=C3.C(C(=O)O)C(CC(=O)O)(C(=O)O)O. Drug 2: CC1=C2C(C(=O)C3(C(CC4C(C3C(C(C2(C)C)(CC1OC(=O)C(C(C5=CC=CC=C5)NC(=O)C6=CC=CC=C6)O)O)OC(=O)C7=CC=CC=C7)(CO4)OC(=O)C)O)C)OC(=O)C. Cell line: SNB-19. Synergy scores: CSS=24.5, Synergy_ZIP=18.2, Synergy_Bliss=17.4, Synergy_Loewe=-26.3, Synergy_HSA=6.16. (3) Drug 1: CC(C1=C(C=CC(=C1Cl)F)Cl)OC2=C(N=CC(=C2)C3=CN(N=C3)C4CCNCC4)N. Drug 2: C1=CC(=CC=C1CCC2=CNC3=C2C(=O)NC(=N3)N)C(=O)NC(CCC(=O)O)C(=O)O. Cell line: HL-60(TB). Synergy scores: CSS=65.0, Synergy_ZIP=3.91, Synergy_Bliss=5.00, Synergy_Loewe=-3.49, Synergy_HSA=4.49. (4) Drug 1: CS(=O)(=O)C1=CC(=C(C=C1)C(=O)NC2=CC(=C(C=C2)Cl)C3=CC=CC=N3)Cl. Drug 2: CCN(CC)CCCC(C)NC1=C2C=C(C=CC2=NC3=C1C=CC(=C3)Cl)OC. Cell line: SK-MEL-2. Synergy scores: CSS=27.3, Synergy_ZIP=1.87, Synergy_Bliss=4.11, Synergy_Loewe=-14.1, Synergy_HSA=-0.369.